This data is from Full USPTO retrosynthesis dataset with 1.9M reactions from patents (1976-2016). The task is: Predict the reactants needed to synthesize the given product. (1) The reactants are: C([N:3]1[C:15]2[CH:14]=[CH:13][CH:12]=[CH:11][C:10]=2[C:9]2[C:4]1=[CH:5][CH:6]=[CH:7][CH:8]=2)=C.SCCC[Si](OC)(OC)OC.N(C(C)(C)C#N)=NC(C)(C)C#N. Given the product [CH:5]1[C:4]2[NH:3][C:15]3[C:10](=[CH:11][CH:12]=[CH:13][CH:14]=3)[C:9]=2[CH:8]=[CH:7][CH:6]=1, predict the reactants needed to synthesize it. (2) Given the product [C:6]1([C:4]2[O:5][C:22]([C:18]3[CH:17]=[C:16]4[C:21](=[CH:20][CH:19]=3)[N:12]=[CH:13][CH:14]=[CH:15]4)=[N:2][CH:3]=2)[CH:11]=[CH:10][CH:9]=[CH:8][CH:7]=1, predict the reactants needed to synthesize it. The reactants are: Cl.[NH2:2][CH2:3][C:4]([C:6]1[CH:11]=[CH:10][CH:9]=[CH:8][CH:7]=1)=[O:5].[N:12]1[C:21]2[C:16](=[CH:17][C:18]([C:22](O)=O)=[CH:19][CH:20]=2)[CH:15]=[CH:14][CH:13]=1.F[P-](F)(F)(F)(F)F.CN([P+](N(C)C)(N(C)C)Cl)C.C(N(CC)C(C)C)(C)C. (3) The reactants are: [CH3:1][O:2][C:3]([C:5]1[CH:10]=[C:9]([Br:11])[C:8](=[O:12])[N:7]([C:13]2[CH:18]=[CH:17][CH:16]=[CH:15][CH:14]=2)[C:6]=1[CH2:19]Br)=[O:4].[CH3:21][O:22][C:23](=[O:36])[CH2:24][NH:25][S:26]([C:29]1[CH:34]=[CH:33][C:32]([CH3:35])=[CH:31][CH:30]=1)(=[O:28])=[O:27].[I-].[Na+].C(=O)([O-])[O-].[K+].[K+]. Given the product [CH3:1][O:2][C:3]([C:5]1[CH:10]=[C:9]([Br:11])[C:8](=[O:12])[N:7]([C:13]2[CH:18]=[CH:17][CH:16]=[CH:15][CH:14]=2)[C:6]=1[CH2:19][N:25]([CH2:24][C:23]([O:22][CH3:21])=[O:36])[S:26]([C:29]1[CH:30]=[CH:31][C:32]([CH3:35])=[CH:33][CH:34]=1)(=[O:28])=[O:27])=[O:4], predict the reactants needed to synthesize it. (4) The reactants are: [CH3:1][O:2][C:3]1[CH:4]=[C:5]2[C:10](=[CH:11][C:12]=1[O:13][CH3:14])[N:9]=[CH:8][CH:7]=[C:6]2[O:15][C:16]1[CH:22]=[CH:21][C:19]([NH2:20])=[C:18]([CH3:23])[C:17]=1[CH3:24].Cl[C:26](Cl)([O:28]C(=O)OC(Cl)(Cl)Cl)Cl.[CH3:37][N:38]1[CH2:43][CH2:42][N:41]([CH2:44][CH2:45][CH:46]([OH:50])[CH2:47][CH2:48][CH3:49])[CH2:40][CH2:39]1.C(=O)(O)[O-].[Na+]. Given the product [CH3:1][O:2][C:3]1[CH:4]=[C:5]2[C:10](=[CH:11][C:12]=1[O:13][CH3:14])[N:9]=[CH:8][CH:7]=[C:6]2[O:15][C:16]1[CH:22]=[CH:21][C:19]([NH:20][C:26](=[O:28])[O:50][CH:46]([CH2:45][CH2:44][N:41]2[CH2:42][CH2:43][N:38]([CH3:37])[CH2:39][CH2:40]2)[CH2:47][CH2:48][CH3:49])=[C:18]([CH3:23])[C:17]=1[CH3:24], predict the reactants needed to synthesize it. (5) Given the product [F:29][C@H:10]1[C@H:9]([C:4]2[CH:5]=[CH:6][C:7]([OH:8])=[C:2]([F:1])[CH:3]=2)[CH2:14][CH2:13][N:12]([C:15]([O:17][C:18]([CH3:21])([CH3:20])[CH3:19])=[O:16])[CH2:11]1, predict the reactants needed to synthesize it. The reactants are: [F:1][C:2]1[CH:3]=[C:4]([C@@H:9]2[CH2:14][CH2:13][N:12]([C:15]([O:17][C:18]([CH3:21])([CH3:20])[CH3:19])=[O:16])[CH2:11][C@H:10]2O)[CH:5]=[CH:6][C:7]=1[OH:8].CCN(S(F)(F)[F:29])CC.